This data is from Forward reaction prediction with 1.9M reactions from USPTO patents (1976-2016). The task is: Predict the product of the given reaction. (1) The product is: [Cl:1][C:2]1[CH:3]=[CH:4][C:5]([C:8]2[N:13]=[C:12]([NH:14][C:26]([C:24]3[CH:25]=[N:20][CH:21]=[N:22][CH:23]=3)=[O:27])[CH:11]=[N:10][C:9]=2[O:15][CH:16]2[CH2:19][CH2:18][CH2:17]2)=[CH:6][CH:7]=1. Given the reactants [Cl:1][C:2]1[CH:7]=[CH:6][C:5]([C:8]2[N:13]=[C:12]([NH2:14])[CH:11]=[N:10][C:9]=2[O:15][CH:16]2[CH2:19][CH2:18][CH2:17]2)=[CH:4][CH:3]=1.[N:20]1[CH:25]=[C:24]([C:26](O)=[O:27])[CH:23]=[N:22][CH:21]=1, predict the reaction product. (2) Given the reactants [C:1]([O:5][CH:6]([C:11]1[CH:16]=[C:15]([N+:17]([O-:19])=[O:18])[CH:14]=[CH:13][C:12]=1Cl)[C:7]([O:9][CH3:10])=[O:8])([CH3:4])([CH3:3])[CH3:2].C(=O)([O-])[O-].[Na+].[Na+].CC1(C)C(C)(C)OB([C:35]2[CH:36]=[C:37]3[C:42](=[CH:43][CH:44]=2)[O:41][CH2:40][CH2:39][CH2:38]3)O1, predict the reaction product. The product is: [C:1]([O:5][CH:6]([C:11]1[CH:16]=[C:15]([N+:17]([O-:19])=[O:18])[CH:14]=[CH:13][C:12]=1[C:35]1[CH:44]=[CH:43][C:42]2[O:41][CH2:40][CH2:39][CH2:38][C:37]=2[CH:36]=1)[C:7]([O:9][CH3:10])=[O:8])([CH3:4])([CH3:3])[CH3:2]. (3) The product is: [C:1]([O:5][C:6](=[O:42])[NH:7][C:8]1([C:23]2[NH:24][C:25](=[O:41])[C:26]([OH:40])=[C:27]([C:29](=[O:39])[NH:30][CH2:31][C:32]3[CH:37]=[CH:36][C:35]([F:38])=[CH:34][CH:33]=3)[N:28]=2)[CH2:13][CH2:12][CH:11]([CH2:14][OH:15])[CH2:10][CH2:9]1)([CH3:4])([CH3:2])[CH3:3]. Given the reactants [C:1]([O:5][C:6](=[O:42])[NH:7][C:8]1([C:23]2[NH:24][C:25](=[O:41])[C:26]([OH:40])=[C:27]([C:29](=[O:39])[NH:30][CH2:31][C:32]3[CH:37]=[CH:36][C:35]([F:38])=[CH:34][CH:33]=3)[N:28]=2)[CH2:13][CH2:12][CH:11]([CH2:14][O:15][Si](C(C)(C)C)(C)C)[CH2:10][CH2:9]1)([CH3:4])([CH3:3])[CH3:2].C(O)(=O)C.O, predict the reaction product. (4) Given the reactants [C:1]([O:5][C:6]([N:8]1[C:16]2[C:11](=[CH:12][CH:13]=[C:14]([CH2:17][O:18][Si](C(C)(C)C)(C)C)[CH:15]=2)[CH:10]=[C:9]1[C:26]1[CH:31]=[C:30]([C:32]2[CH:37]=[C:36]([CH3:38])[C:35]([OH:39])=[C:34]([CH3:40])[CH:33]=2)[N:29]=[N:28][C:27]=1[O:41][CH3:42])=[O:7])([CH3:4])([CH3:3])[CH3:2].O.O.O.[F-].C([N+](CCCC)(CCCC)CCCC)CCC, predict the reaction product. The product is: [C:1]([O:5][C:6]([N:8]1[C:16]2[C:11](=[CH:12][CH:13]=[C:14]([CH2:17][OH:18])[CH:15]=2)[CH:10]=[C:9]1[C:26]1[CH:31]=[C:30]([C:32]2[CH:33]=[C:34]([CH3:40])[C:35]([OH:39])=[C:36]([CH3:38])[CH:37]=2)[N:29]=[N:28][C:27]=1[O:41][CH3:42])=[O:7])([CH3:4])([CH3:3])[CH3:2]. (5) Given the reactants C(OC([NH:11][C@H:12]1[CH2:18][CH2:17][C@@H:16]2[CH2:19][C@H:13]1[C:14](=[O:27])[N:15]2[C:20]([O:22][C:23]([CH3:26])([CH3:25])[CH3:24])=[O:21])=O)C1C=CC=CC=1, predict the reaction product. The product is: [NH2:11][C@H:12]1[CH2:18][CH2:17][C@@H:16]2[CH2:19][C@H:13]1[C:14](=[O:27])[N:15]2[C:20]([O:22][C:23]([CH3:25])([CH3:24])[CH3:26])=[O:21]. (6) Given the reactants [CH:1]1([O:6][CH2:7][CH2:8][NH2:9])[CH2:5][CH2:4][CH2:3][CH2:2]1.[Br:10][C:11]1[N:15]2[N:16]=[C:17](F)[CH:18]=[CH:19][C:14]2=[N:13][CH:12]=1, predict the reaction product. The product is: [Br:10][C:11]1[N:15]2[N:16]=[C:17]([NH:9][CH2:8][CH2:7][O:6][CH:1]3[CH2:5][CH2:4][CH2:3][CH2:2]3)[CH:18]=[CH:19][C:14]2=[N:13][CH:12]=1. (7) The product is: [Cl:10][C:5]1[CH:6]=[CH:7][CH:8]=[CH:9][C:4]=1[CH:3]([NH:11][C:12](=[O:18])[O:13][C:14]([CH3:15])([CH3:17])[CH3:16])[CH2:2][NH:1][S:20]([CH3:19])(=[O:22])=[O:21]. Given the reactants [NH2:1][CH2:2][CH:3]([NH:11][C:12](=[O:18])[O:13][C:14]([CH3:17])([CH3:16])[CH3:15])[C:4]1[CH:9]=[CH:8][CH:7]=[CH:6][C:5]=1[Cl:10].[CH3:19][S:20](Cl)(=[O:22])=[O:21], predict the reaction product. (8) The product is: [Cl:21][C:18]1[CH:19]=[CH:20][C:15]([CH2:12][C:11]([C:4]2[CH:5]=[C:6]([O:9][CH3:10])[CH:7]=[CH:8][C:3]=2[O:2][CH3:1])=[O:13])=[CH:16][C:17]=1[F:22]. Given the reactants [CH3:1][O:2][C:3]1[CH:8]=[CH:7][C:6]([O:9][CH3:10])=[CH:5][C:4]=1[C:11](=[O:13])[CH3:12].Br[C:15]1[CH:20]=[CH:19][C:18]([Cl:21])=[C:17]([F:22])[CH:16]=1.CC(C)([O-])C.[Na+], predict the reaction product.